This data is from Forward reaction prediction with 1.9M reactions from USPTO patents (1976-2016). The task is: Predict the product of the given reaction. Given the reactants [F:1][C:2]1[C:3]([F:28])=[C:4]2[O:9][CH2:8][C:7]3([CH2:13][CH2:12][O:11][CH2:10]3)[N:6]3[CH:14]=[C:15]([C:23]([O:25][CH2:26][CH3:27])=[O:24])[C:16](=[O:22])[C:17]([C:18]=1[N+:19]([O-])=O)=[C:5]23, predict the reaction product. The product is: [NH2:19][C:18]1[C:17]2[C:16](=[O:22])[C:15]([C:23]([O:25][CH2:26][CH3:27])=[O:24])=[CH:14][N:6]3[C:7]4([CH2:13][CH2:12][O:11][CH2:10]4)[CH2:8][O:9][C:4]([C:5]=23)=[C:3]([F:28])[C:2]=1[F:1].